This data is from Catalyst prediction with 721,799 reactions and 888 catalyst types from USPTO. The task is: Predict which catalyst facilitates the given reaction. (1) Reactant: Br[CH2:2][CH2:3][N:4]1[CH2:8][CH2:7][C:6]([CH3:10])([CH3:9])[CH2:5]1.Cl.[Cl:12][C:13]1[CH:18]=[CH:17][C:16]([NH:19]N)=[CH:15][CH:14]=1.[CH3:21][N:22]1[CH2:27][CH2:26][C:25](=O)[CH2:24][CH2:23]1. Product: [Cl:12][C:13]1[CH:18]=[CH:17][C:16]2[N:19]([CH2:2][CH2:3][N:4]3[CH2:8][CH2:7][C:6]([CH3:10])([CH3:9])[CH2:5]3)[C:25]3[CH2:26][CH2:27][N:22]([CH3:21])[CH2:23][C:24]=3[C:15]=2[CH:14]=1. The catalyst class is: 66. (2) The catalyst class is: 26. Reactant: [C:1]([OH:7])([C:3]([F:6])([F:5])[F:4])=[O:2].C(OC(=O)[NH:14][CH2:15][CH:16]1[O:20][C:19](=[O:21])[N:18]([C:22]2[CH:27]=[CH:26][C:25]([N:28]3[CH:33]=[CH:32][C:31](=[O:34])[CH2:30][CH2:29]3)=[CH:24][CH:23]=2)[CH2:17]1)(C)(C)C. Product: [C:1]([OH:7])([C:3]([F:6])([F:5])[F:4])=[O:2].[NH2:14][CH2:15][CH:16]1[O:20][C:19](=[O:21])[N:18]([C:22]2[CH:27]=[CH:26][C:25]([N:28]3[CH:33]=[CH:32][C:31](=[O:34])[CH2:30][CH2:29]3)=[C:24]([F:4])[CH:23]=2)[CH2:17]1. (3) Reactant: [N:1]1[C:10]2[C:5](=[N:6][CH:7]=[CH:8][CH:9]=2)[CH:4]=[C:3]([NH2:11])[CH:2]=1.C(N(CC)CC)C.[F:19][C:20]1[CH:28]=[CH:27][CH:26]=[C:25]([F:29])[C:21]=1[C:22](Cl)=[O:23]. Product: [F:19][C:20]1[CH:28]=[CH:27][CH:26]=[C:25]([F:29])[C:21]=1[C:22]([NH:11][C:3]1[CH:2]=[N:1][C:10]2[C:5]([CH:4]=1)=[N:6][CH:7]=[CH:8][CH:9]=2)=[O:23]. The catalyst class is: 1. (4) Reactant: [OH-].[Na+].[C:3]([O:7][C:8]([N:10]1[CH2:15][CH2:14][N:13]([C:16]#[N:17])[CH2:12][CH2:11]1)=[O:9])([CH3:6])([CH3:5])[CH3:4].[OH:18][CH2:19][C:20](=O)[CH3:21].O. Product: [C:3]([O:7][C:8]([N:10]1[CH2:11][CH2:12][N:13]([C:16]2[O:18][CH:19]=[C:20]([CH3:21])[N:17]=2)[CH2:14][CH2:15]1)=[O:9])([CH3:6])([CH3:4])[CH3:5]. The catalyst class is: 165. (5) Reactant: [S:1]1[C:5]2=[N:6][CH:7]=[CH:8][CH:9]=[C:4]2[CH:3]=[CH:2]1.[Li]CCCC.[B:15](OC(C)C)([O:20]C(C)C)[O:16]C(C)C.Cl. Product: [S:1]1[C:5]2=[N:6][CH:7]=[CH:8][CH:9]=[C:4]2[CH:3]=[C:2]1[B:15]([OH:20])[OH:16]. The catalyst class is: 1. (6) Reactant: [CH3:1][N:2]1[CH:6]=[C:5]([C:7]2[N:12]=[C:11]([C:13]3[CH:14]=[N:15][N:16]([CH:18]([CH2:23][C:24]([NH2:26])=O)[CH2:19][C:20]([NH2:22])=O)[CH:17]=3)[N:10]3[CH:27]=[CH:28][N:29]=[C:9]3[CH:8]=2)[CH:4]=[N:3]1.C(Cl)Cl.C(N(CC)CC)C.[Cl-]. Product: [CH3:1][N:2]1[CH:6]=[C:5]([C:7]2[N:12]=[C:11]([C:13]3[CH:14]=[N:15][N:16]([CH:18]([CH2:23][C:24]#[N:26])[CH2:19][C:20]#[N:22])[CH:17]=3)[N:10]3[CH:27]=[CH:28][N:29]=[C:9]3[CH:8]=2)[CH:4]=[N:3]1. The catalyst class is: 3. (7) Reactant: [F:1][C:2]1[CH:3]=[C:4]2[C:8](=[CH:9][CH:10]=1)[NH:7][C:6](=[O:11])/[C:5]/2=[CH:12]\[C:13]1[NH:22][C:21]2[CH2:20][CH2:19][CH2:18][N:17]([CH2:23][C@H:24]([OH:32])[CH2:25][N:26]3[CH2:31][CH2:30][O:29][CH2:28][CH2:27]3)[C:16](=[O:33])[C:15]=2[C:14]=1[CH3:34].ClCCl.[C:38]([OH:43])(=[O:42])[CH:39]([CH3:41])[OH:40]. Product: [C:38]([OH:43])(=[O:42])[CH:39]([CH3:41])[OH:40].[F:1][C:2]1[CH:3]=[C:4]2[C:8](=[CH:9][CH:10]=1)[NH:7][C:6](=[O:11])/[C:5]/2=[CH:12]\[C:13]1[NH:22][C:21]2[CH2:20][CH2:19][CH2:18][N:17]([CH2:23][C@H:24]([OH:32])[CH2:25][N:26]3[CH2:27][CH2:28][O:29][CH2:30][CH2:31]3)[C:16](=[O:33])[C:15]=2[C:14]=1[CH3:34]. The catalyst class is: 5.